From a dataset of Catalyst prediction with 721,799 reactions and 888 catalyst types from USPTO. Predict which catalyst facilitates the given reaction. (1) Product: [F:1][C:2]1[CH:7]=[CH:6][C:5]([S:8]([N:11]([CH3:32])[CH:12]2[CH2:31][N:16]3[C:17]4[C:22]([C:23](/[CH:24]=[CH:25]/[C:26]([OH:28])=[O:27])=[C:15]3[CH2:14][CH2:13]2)=[CH:21][CH:20]=[CH:19][CH:18]=4)(=[O:9])=[O:10])=[CH:4][CH:3]=1. The catalyst class is: 36. Reactant: [F:1][C:2]1[CH:7]=[CH:6][C:5]([S:8]([N:11]([CH3:32])[CH:12]2[CH2:31][N:16]3[C:17]4[C:22]([C:23](/[CH:24]=[CH:25]/[C:26]([O:28]CC)=[O:27])=[C:15]3[CH2:14][CH2:13]2)=[CH:21][CH:20]=[CH:19][CH:18]=4)(=[O:10])=[O:9])=[CH:4][CH:3]=1.[OH-].[Na+].CC(O)=O. (2) Reactant: [NH:1]1[CH:5]=[CH:4][C:3]([C:6]2[C:14]3[C:13]([NH:15][C@H:16]([C:18]4[N:23]([C:24]5[CH:29]=[CH:28][CH:27]=[CH:26][CH:25]=5)[C:22](=[O:30])[C:21]5=[C:31]([CH3:34])[CH:32]=[CH:33][N:20]5[N:19]=4)[CH3:17])=[N:12][CH:11]=[N:10][C:9]=3[N:8](COCC[Si](C)(C)C)[CH:7]=2)=[N:2]1.[F:43][C:44]([F:48])([F:47])[CH2:45]I.C(=O)([O-])[O-].[Cs+].[Cs+].FC(F)(F)C(O)=O.N. Product: [CH3:34][C:31]1[CH:32]=[CH:33][N:20]2[C:21]=1[C:22](=[O:30])[N:23]([C:24]1[CH:29]=[CH:28][CH:27]=[CH:26][CH:25]=1)[C:18]([C@@H:16]([NH:15][C:13]1[C:14]3[C:6]([C:3]4[CH:4]=[CH:5][N:1]([CH2:45][C:44]([F:48])([F:47])[F:43])[N:2]=4)=[CH:7][NH:8][C:9]=3[N:10]=[CH:11][N:12]=1)[CH3:17])=[N:19]2. The catalyst class is: 3.